Dataset: Reaction yield outcomes from USPTO patents with 853,638 reactions. Task: Predict the reaction yield, written as a fraction of the theoretical maximum amount of product (1.0 means a 100% yield; for example, 0.34 means a 34% yield). (1) The reactants are C([O:3][C:4](=[O:28])[CH2:5][CH2:6][C:7]([C:9]1[CH:14]=[C:13]([I:15])[C:12]([O:16][CH2:17][CH2:18][CH3:19])=[C:11]([O:20][CH2:21][C:22]2[CH:27]=[CH:26][CH:25]=[CH:24][CH:23]=2)[CH:10]=1)=O)C.[BH4-].[Na+]. The catalyst is C(O)C. The product is [CH2:21]([O:20][C:11]1[CH:10]=[C:9]([CH:7]2[O:3][C:4](=[O:28])[CH2:5][CH2:6]2)[CH:14]=[C:13]([I:15])[C:12]=1[O:16][CH2:17][CH2:18][CH3:19])[C:22]1[CH:23]=[CH:24][CH:25]=[CH:26][CH:27]=1. The yield is 0.790. (2) The reactants are [C:1]([C:5]1[CH:48]=[CH:47][C:8]([C:9]([NH:11][C@@H:12]([CH2:20][C:21]2[CH:26]=[CH:25][C:24]([C:27]3[N:32]=[CH:31][C:30]([C:33]4[CH:38]=[CH:37][C:36]([O:39][CH2:40][CH2:41][CH2:42][CH2:43][CH2:44][CH2:45][CH3:46])=[CH:35][CH:34]=4)=[CH:29][N:28]=3)=[CH:23][CH:22]=2)[C:13]([NH:15][CH2:16][C:17](O)=[O:18])=[O:14])=[O:10])=[CH:7][CH:6]=1)([CH3:4])([CH3:3])[CH3:2].[CH3:49][S:50]([NH2:53])(=[O:52])=[O:51].CN(C(ON1N=NC2C=CC=NC1=2)=[N+](C)C)C.F[P-](F)(F)(F)(F)F. The catalyst is CN(C1C=CN=CC=1)C.C(Cl)Cl. The product is [C:1]([C:5]1[CH:6]=[CH:7][C:8]([C:9]([NH:11][C@@H:12]([CH2:20][C:21]2[CH:26]=[CH:25][C:24]([C:27]3[N:32]=[CH:31][C:30]([C:33]4[CH:34]=[CH:35][C:36]([O:39][CH2:40][CH2:41][CH2:42][CH2:43][CH2:44][CH2:45][CH3:46])=[CH:37][CH:38]=4)=[CH:29][N:28]=3)=[CH:23][CH:22]=2)[C:13]([NH:15][CH2:16][C:17]([NH:53][S:50]([CH3:49])(=[O:52])=[O:51])=[O:18])=[O:14])=[O:10])=[CH:47][CH:48]=1)([CH3:3])([CH3:2])[CH3:4]. The yield is 0.110. (3) The reactants are Br[C:2]1[N:6]2[CH:7]=[C:8]([C:11]3[C:12]([N:31]([CH3:36])[S:32]([CH3:35])(=[O:34])=[O:33])=[CH:13][C:14]4[O:18][C:17]([C:19]5[CH:24]=[CH:23][C:22]([F:25])=[CH:21][CH:20]=5)=[C:16]([C:26]([NH:28][CH3:29])=[O:27])[C:15]=4[CH:30]=3)[CH:9]=[CH:10][C:5]2=[N:4][CH:3]=1.[F:37][C:38]1[CH:43]=[CH:42][C:41](B(O)O)=[CH:40][CH:39]=1.[O-]P([O-])([O-])=O.[K+].[K+].[K+]. The catalyst is O1CCOCC1.O.[Pd](Cl)Cl.C(P(C(C)(C)C)[C-]1C=CC=C1)(C)(C)C.[C-]1(P(C(C)(C)C)C(C)(C)C)C=CC=C1.[Fe+2]. The product is [F:25][C:22]1[CH:21]=[CH:20][C:19]([C:17]2[O:18][C:14]3[CH:13]=[C:12]([N:31]([CH3:36])[S:32]([CH3:35])(=[O:34])=[O:33])[C:11]([C:8]4[CH:9]=[CH:10][C:5]5[N:6]([C:2]([C:41]6[CH:42]=[CH:43][C:38]([F:37])=[CH:39][CH:40]=6)=[CH:3][N:4]=5)[CH:7]=4)=[CH:30][C:15]=3[C:16]=2[C:26]([NH:28][CH3:29])=[O:27])=[CH:24][CH:23]=1. The yield is 0.390.